The task is: Predict the reactants needed to synthesize the given product.. This data is from Full USPTO retrosynthesis dataset with 1.9M reactions from patents (1976-2016). (1) Given the product [CH2:3]1[CH2:1][CH:2]1[CH:4]1[C:9](=[O:10])[NH:8][C:7]2[CH:20]=[C:21]([N+:24]([O-:26])=[O:25])[CH:22]=[CH:23][C:6]=2[O:5]1, predict the reactants needed to synthesize it. The reactants are: [CH2:1]1[CH2:3][CH:2]1[CH:4]1[C:9](=[O:10])[N:8](CC2C=CC(OC)=CC=2)[C:7]2[CH:20]=[C:21]([N+:24]([O-:26])=[O:25])[CH:22]=[CH:23][C:6]=2[O:5]1. (2) Given the product [CH2:1]([O:8][CH2:9][CH2:10][CH2:11][O:12][C:13]1[C:14]2[B:22]([OH:23])[O:26][CH:25]([CH2:28][N+:30]([O-:32])=[O:31])[C:15]=2[CH:18]=[C:19]([Cl:21])[CH:20]=1)[C:2]1[CH:3]=[CH:4][CH:5]=[CH:6][CH:7]=1, predict the reactants needed to synthesize it. The reactants are: [CH2:1]([O:8][CH2:9][CH2:10][CH2:11][O:12][C:13]1[C:14]([B:22]2[O:26][C:25]([CH3:28])(C)C(C)[O:23]2)=[C:15]([CH:18]=[C:19]([Cl:21])[CH:20]=1)C=O)[C:2]1[CH:7]=[CH:6][CH:5]=[CH:4][CH:3]=1.[N+:30](C)([O-:32])=[O:31].[OH-].[Na+].Cl. (3) Given the product [CH2:32]([O:34][C:35]([N:16]1[CH2:17][CH2:18][C:13](=[C:5]2[C:4]3[CH:20]=[CH:21][C:22]([Cl:24])=[CH:23][C:3]=3[C:2]([Br:1])=[CH:8][C:7]3[CH:9]=[CH:10][CH:11]=[CH:12][C:6]2=3)[CH2:14][CH2:15]1)=[O:36])[CH3:33], predict the reactants needed to synthesize it. The reactants are: [Br:1][C:2]1[C:3]2[CH:23]=[C:22]([Cl:24])[CH:21]=[CH:20][C:4]=2[C:5](=[C:13]2[CH2:18][CH2:17][N:16](C)[CH2:15][CH2:14]2)[C:6]2[CH:12]=[CH:11][CH:10]=[CH:9][C:7]=2[CH:8]=1.C(N(CC)CC)C.[CH2:32]([O:34][C:35](Cl)=[O:36])[CH3:33].[OH-].[Na+]. (4) Given the product [OH:1][C@H:2]([C:21]1[CH:22]=[N:23][CH:24]=[CH:25][CH:26]=1)[CH2:3][NH:4][C@H:5]([CH3:20])[CH2:6][C:7]1[C:15]2[C:10](=[C:11]([C:16]([OH:18])=[O:17])[CH:12]=[CH:13][CH:14]=2)[NH:9][CH:8]=1, predict the reactants needed to synthesize it. The reactants are: [OH:1][C@H:2]([C:21]1[CH:22]=[N:23][CH:24]=[CH:25][CH:26]=1)[CH2:3][NH:4][C@H:5]([CH3:20])[CH2:6][C:7]1[C:15]2[C:10](=[C:11]([C:16]([O:18]C)=[O:17])[CH:12]=[CH:13][CH:14]=2)[NH:9][CH:8]=1.[OH-].[K+].CO. (5) Given the product [Cl:38][C:39]1[CH:44]=[CH:43][CH:42]=[CH:41][C:40]=1[C:45]1[CH:53]=[CH:52][C:48]([C:6]([NH:8][C@H:9]([C:10](=[O:12])[NH:59][C:60]2([C:68]#[N:69])[CH2:65][CH2:64][N:63]([CH2:66][CH3:67])[CH2:62][CH2:61]2)[CH2:13][C:14]2[C:15]([F:21])=[CH:16][CH:17]=[CH:18][C:19]=2[F:20])=[O:7])=[CH:47][N:46]=1, predict the reactants needed to synthesize it. The reactants are: C(O[C:6]([NH:8][C@@H:9]([CH2:13][C:14]1[C:19]([F:20])=[CH:18][CH:17]=[CH:16][C:15]=1[F:21])[C:10]([OH:12])=O)=[O:7])(C)(C)C.ClC1C=CC=CC=1C1C=CC(C(O)=O)=CC=1.[Cl:38][C:39]1[CH:44]=[CH:43][CH:42]=[CH:41][C:40]=1[C:45]1[CH:53]=[CH:52][C:48](C(O)=O)=[CH:47][N:46]=1.Cl.NCC#N.[NH2:59][C:60]1([C:68]#[N:69])[CH2:65][CH2:64][N:63]([CH2:66][CH3:67])[CH2:62][CH2:61]1.